Task: Predict the reaction yield, written as a fraction of the theoretical maximum amount of product (1.0 means a 100% yield; for example, 0.34 means a 34% yield).. Dataset: Reaction yield outcomes from USPTO patents with 853,638 reactions (1) The reactants are [Br:1][C:2]1[CH:7]=[CH:6][C:5]([CH3:8])=[CH:4][N:3]=1.[Br:9]N1C(=O)CCC1=O. The catalyst is C(Cl)(Cl)(Cl)Cl.C(OOC(=O)C1C=CC=CC=1)(=O)C1C=CC=CC=1. The product is [Br:1][C:2]1[CH:7]=[CH:6][C:5]([CH2:8][Br:9])=[CH:4][N:3]=1. The yield is 0.200. (2) The reactants are [C:1]([C:3]1[CH:4]=[C:5]([C:16](=[O:28])[C:17]2[CH:22]=[CH:21][C:20]([N:23]3[CH:27]=[CH:26][N:25]=[CH:24]3)=[CH:19][CH:18]=2)[N:6]2[C:15]3[C:10](=[CH:11][CH:12]=[CH:13][CH:14]=3)[CH:9]=[CH:8][C:7]=12)#[N:2].[BH4-].[Na+]. The catalyst is CO.C(Cl)(Cl)Cl. The product is [C:1]([C:3]1[CH:4]=[C:5]([CH:16]([OH:28])[C:17]2[CH:18]=[CH:19][C:20]([N:23]3[CH:27]=[CH:26][N:25]=[CH:24]3)=[CH:21][CH:22]=2)[N:6]2[C:15]3[C:10](=[CH:11][CH:12]=[CH:13][CH:14]=3)[CH:9]=[CH:8][C:7]=12)#[N:2]. The yield is 0.950. (3) The reactants are C([N:14]1[CH2:17][CH:16]([O:18][CH:19]([C:27]2[C:28]([Cl:33])=[N:29][CH:30]=[CH:31][CH:32]=2)[C:20]2[CH:25]=[CH:24][C:23]([Cl:26])=[CH:22][CH:21]=2)[CH2:15]1)(C1C=CC=CC=1)C1C=CC=CC=1.ClC1C=C(Cl)C=CC=1C(OC1CNC1)C1C=CC(Cl)=CC=1. No catalyst specified. The product is [Cl:26][C:23]1[CH:24]=[CH:25][C:20]([CH:19]([C:27]2[C:28]([Cl:33])=[N:29][CH:30]=[CH:31][CH:32]=2)[O:18][CH:16]2[CH2:17][NH:14][CH2:15]2)=[CH:21][CH:22]=1. The yield is 0.910. (4) The reactants are [Cl:1][C:2]1[CH:7]=[CH:6][C:5](/[CH:8]=[CH:9]/[CH:10]=[O:11])=[CH:4][CH:3]=1.[Cl:12]C1C=CC(I)=CC=1Cl. No catalyst specified. The product is [Cl:12][C:7]1[CH:6]=[C:5](/[CH:8]=[CH:9]/[CH:10]=[O:11])[CH:4]=[CH:3][C:2]=1[Cl:1]. The yield is 0.580. (5) The reactants are [Br:1][C:2]1[CH:3]=[C:4]([NH2:9])[C:5]([Cl:8])=[N:6][CH:7]=1.C(N(C(C)C)CC)(C)C.CO[C:21]1[CH:22]=[C:23]([CH:27]=[CH:28][CH:29]=1)[C:24](Cl)=[O:25].[C:30](OCC)(=[O:32])C. The catalyst is ClCCl. The product is [Br:1][C:2]1[CH:3]=[C:4]([NH:9][C:24](=[O:25])[C:23]2[CH:22]=[CH:21][C:29]([O:32][CH3:30])=[CH:28][CH:27]=2)[C:5]([Cl:8])=[N:6][CH:7]=1. The yield is 0.920.